This data is from Full USPTO retrosynthesis dataset with 1.9M reactions from patents (1976-2016). The task is: Predict the reactants needed to synthesize the given product. (1) Given the product [CH3:10][N:11]1[CH2:17][CH2:16][CH2:15][N:14]([C:2]2[CH:9]=[CH:8][CH:7]=[CH:6][C:3]=2[C:4]#[N:5])[CH2:13][CH2:12]1, predict the reactants needed to synthesize it. The reactants are: F[C:2]1[CH:9]=[CH:8][CH:7]=[CH:6][C:3]=1[C:4]#[N:5].[CH3:10][N:11]1[CH2:17][CH2:16][CH2:15][NH:14][CH2:13][CH2:12]1. (2) Given the product [Cl:1][C:2]1[CH:3]=[C:4]([C:9]2[N:13]([C:14]3[CH:19]=[CH:18][CH:17]=[C:16]([Cl:20])[CH:15]=3)[N:12]=[C:11]([C:21]([OH:23])=[O:22])[CH:10]=2)[CH:5]=[C:6]([F:8])[CH:7]=1, predict the reactants needed to synthesize it. The reactants are: [Cl:1][C:2]1[CH:3]=[C:4]([C:9]2[N:13]([C:14]3[CH:19]=[CH:18][CH:17]=[C:16]([Cl:20])[CH:15]=3)[N:12]=[C:11]([C:21]([O:23]CC)=[O:22])[CH:10]=2)[CH:5]=[C:6]([F:8])[CH:7]=1.ClC1C=C(N2C(C3C=C(F)C=C(Cl)C=3)=CC(C(O)=O)=N2)C=CC=1F. (3) The reactants are: Cl[C:2]1[N:3]=[C:4]([N:24]2[CH2:29][CH2:28][O:27][CH2:26][CH2:25]2)[C:5]2[N:10]=[C:9]([CH2:11][N:12]3[CH2:15][CH:14]([N:16]4[CH2:21][CH2:20][S:19](=[O:23])(=[O:22])[CH2:18][CH2:17]4)[CH2:13]3)[S:8][C:6]=2[N:7]=1.[CH3:30][C:31]1[NH:32][C:33]2[CH:39]=[CH:38][CH:37]=[CH:36][C:34]=2[N:35]=1.CC(C1C=C(C(C)C)C(C2C=CC=CC=2P(C2CCCCC2)C2CCCCC2)=C(C(C)C)C=1)C.C([O-])([O-])=O.[Cs+].[Cs+]. Given the product [CH3:30][C:31]1[N:35]([C:2]2[N:3]=[C:4]([N:24]3[CH2:25][CH2:26][O:27][CH2:28][CH2:29]3)[C:5]3[N:10]=[C:9]([CH2:11][N:12]4[CH2:13][CH:14]([N:16]5[CH2:17][CH2:18][S:19](=[O:22])(=[O:23])[CH2:20][CH2:21]5)[CH2:15]4)[S:8][C:6]=3[N:7]=2)[C:34]2[CH:36]=[CH:37][CH:38]=[CH:39][C:33]=2[N:32]=1, predict the reactants needed to synthesize it. (4) Given the product [C:1]([O:5][C:6](=[O:25])[C@:7]([NH:24][C:26]([NH:38][C@@H:39]1[CH2:50][O:49][CH2:48][CH2:47][CH2:46][CH2:45][O:44][CH2:43][C@H:42]([CH:51]([CH3:52])[CH3:53])[NH:41][C:40]1=[O:54])=[O:27])([CH3:23])[CH2:8][C:9]1[CH:10]=[N:11][C:12]([NH:15][C:16]([O:18][C:19]([CH3:22])([CH3:21])[CH3:20])=[O:17])=[CH:13][CH:14]=1)([CH3:3])([CH3:2])[CH3:4], predict the reactants needed to synthesize it. The reactants are: [C:1]([O:5][C:6](=[O:25])[C@:7]([NH2:24])([CH3:23])[CH2:8][C:9]1[CH:10]=[N:11][C:12]([NH:15][C:16]([O:18][C:19]([CH3:22])([CH3:21])[CH3:20])=[O:17])=[CH:13][CH:14]=1)([CH3:4])([CH3:3])[CH3:2].[C:26](N1C=CN=C1)(N1C=CN=C1)=[O:27].[NH2:38][C@@H:39]1[CH2:50][O:49][CH2:48][CH2:47][CH2:46][CH2:45][O:44][CH2:43][C@@H:42]([CH:51]([CH3:53])[CH3:52])[NH:41][C:40]1=[O:54].FC(F)(F)C([O-])=O.C(N(CC)C(C)C)(C)C. (5) Given the product [N:15]1[CH:16]=[CH:17][C:12]([CH2:11][C:21]([O:20][CH2:18][CH3:19])=[O:22])=[N:13][CH:14]=1, predict the reactants needed to synthesize it. The reactants are: [Li+].C[Si]([N-][Si](C)(C)C)(C)C.[CH3:11][C:12]1[CH:17]=[CH:16][N:15]=[CH:14][N:13]=1.[CH2:18]([O:20][C:21](=O)[O:22]CC)[CH3:19].